From a dataset of Catalyst prediction with 721,799 reactions and 888 catalyst types from USPTO. Predict which catalyst facilitates the given reaction. (1) Reactant: [CH2:1]([NH:3][C:4]1[CH:10]=[CH:9][C:7]([NH2:8])=[CH:6][C:5]=1[N+:11]([O-:13])=[O:12])[CH3:2].ClC(Cl)(O[C:18](=[O:24])OC(Cl)(Cl)Cl)Cl.C([O-])(O)=O.[Na+].[CH3:31][N:32]1[CH2:37][CH2:36][NH:35][CH2:34][CH2:33]1. Product: [CH2:1]([NH:3][C:4]1[CH:10]=[CH:9][C:7]([NH:8][C:18]([N:35]2[CH2:36][CH2:37][N:32]([CH3:31])[CH2:33][CH2:34]2)=[O:24])=[CH:6][C:5]=1[N+:11]([O-:13])=[O:12])[CH3:2]. The catalyst class is: 22. (2) Reactant: [C:1]([NH:8][C@@H:9]([C:14]([OH:16])=O)[C:10]([CH3:13])([CH3:12])[CH3:11])([O:3][C:4]([CH3:7])([CH3:6])[CH3:5])=[O:2].C1C=CC2N(O)N=NC=2C=1.CCN=C=NCCCN(C)C.Cl.Cl.[CH3:40][C:41]1[N:45]2[C:46](=[O:55])[N:47]([CH:49]3[CH2:54][CH2:53][NH:52][CH2:51][CH2:50]3)[CH2:48][C:44]2=[CH:43][N:42]=1.C1CCN2C(=NCCC2)CC1. Product: [CH3:13][C:10]([CH3:11])([CH3:12])[C@@H:9]([NH:8][C:1](=[O:2])[O:3][C:4]([CH3:5])([CH3:6])[CH3:7])[C:14]([N:52]1[CH2:51][CH2:50][CH:49]([N:47]2[CH2:48][C:44]3=[CH:43][N:42]=[C:41]([CH3:40])[N:45]3[C:46]2=[O:55])[CH2:54][CH2:53]1)=[O:16]. The catalyst class is: 556.